From a dataset of Full USPTO retrosynthesis dataset with 1.9M reactions from patents (1976-2016). Predict the reactants needed to synthesize the given product. (1) Given the product [CH:22]1([C@H:17]([NH:16][C:14]([C@@H:13]([NH:12][C:9]([C@@H:6]2[CH2:5][C@@H:4]3[CH2:8][C@H:7]2[C:2](=[O:1])[O:3]3)=[O:11])[C:28]([CH3:30])([CH3:29])[CH3:31])=[O:15])[C:18]([NH:19][CH3:20])=[O:21])[CH2:23][CH2:24][CH2:25][CH2:26][CH2:27]1, predict the reactants needed to synthesize it. The reactants are: [O:1]=[C:2]1[CH:7]2[CH2:8][CH:4]([CH2:5][CH:6]2[C:9]([OH:11])=O)[O:3]1.[NH2:12][CH:13]([C:28]([CH3:31])([CH3:30])[CH3:29])[C:14]([NH:16][CH:17]([CH:22]1[CH2:27][CH2:26][CH2:25][CH2:24][CH2:23]1)[C:18](=[O:21])[NH:19][CH3:20])=[O:15].CCN(C(C)C)C(C)C.CN(C(ON1N=NC2C=CC=NC1=2)=[N+](C)C)C.F[P-](F)(F)(F)(F)F. (2) Given the product [Cl:9][C:7]1[CH:6]=[CH:5][C:3]([NH2:4])=[C:2]([B:13]2[O:14][C:15]([CH3:17])([CH3:16])[C:11]([CH3:27])([CH3:10])[O:12]2)[CH:8]=1, predict the reactants needed to synthesize it. The reactants are: Br[C:2]1[CH:8]=[C:7]([Cl:9])[CH:6]=[CH:5][C:3]=1[NH2:4].[CH3:10][C:11]1([CH3:27])[C:15]([CH3:17])([CH3:16])[O:14][B:13]([B:13]2[O:14][C:15]([CH3:17])([CH3:16])[C:11]([CH3:27])([CH3:10])[O:12]2)[O:12]1.C([O-])(=O)C.[K+]. (3) Given the product [F:2][C:3]1[CH:4]=[CH:5][C:6]([CH2:7][N:8]2[C:16]3[C:11](=[CH:12][C:13]([C:17]([NH:19][CH:20]4[CH2:24][CH2:23][N:22]([CH3:31])[CH2:21]4)=[O:18])=[CH:14][CH:15]=3)[C:10]([CH3:25])=[C:9]2[CH3:26])=[CH:27][CH:28]=1, predict the reactants needed to synthesize it. The reactants are: Cl.[F:2][C:3]1[CH:28]=[CH:27][C:6]([CH2:7][N:8]2[C:16]3[C:11](=[CH:12][C:13]([C:17]([NH:19][CH:20]4[CH2:24][CH2:23][NH:22][CH2:21]4)=[O:18])=[CH:14][CH:15]=3)[C:10]([CH3:25])=[C:9]2[CH3:26])=[CH:5][CH:4]=1.C=O.[C:31](O[BH-](OC(=O)C)OC(=O)C)(=O)C.[Na+].[OH-].[Na+]. (4) Given the product [Br:13][C:4]1[C:5]([NH2:8])=[N:6][CH:7]=[C:2]([F:1])[CH:3]=1, predict the reactants needed to synthesize it. The reactants are: [F:1][C:2]1[CH:3]=[CH:4][C:5]([NH2:8])=[N:6][CH:7]=1.C(O)(=O)C.[Br:13]Br.